Task: Predict the reaction yield, written as a fraction of the theoretical maximum amount of product (1.0 means a 100% yield; for example, 0.34 means a 34% yield).. Dataset: Reaction yield outcomes from USPTO patents with 853,638 reactions The reactants are [Cl:1][C:2]1[CH:3]=[C:4]([C:9]2([C:26]([F:29])([F:28])[F:27])[O:13][N:12]=[C:11]([C:14]3[S:18][C:17]([C:19](O)=[O:20])=[C:16]4[CH2:22][CH2:23][CH2:24][CH2:25][C:15]=34)[CH2:10]2)[CH:5]=[C:6]([Cl:8])[CH:7]=1.C(Cl)(=O)C([Cl:33])=O. The catalyst is CN(C=O)C. The product is [Cl:1][C:2]1[CH:3]=[C:4]([C:9]2([C:26]([F:28])([F:29])[F:27])[O:13][N:12]=[C:11]([C:14]3[S:18][C:17]([C:19]([Cl:33])=[O:20])=[C:16]4[CH2:22][CH2:23][CH2:24][CH2:25][C:15]=34)[CH2:10]2)[CH:5]=[C:6]([Cl:8])[CH:7]=1. The yield is 0.980.